This data is from Forward reaction prediction with 1.9M reactions from USPTO patents (1976-2016). The task is: Predict the product of the given reaction. (1) Given the reactants [C-]#N.[Na+].Br[C:5]1[CH:10]=[CH:9][CH:8]=[C:7]([C:11]([F:14])([F:13])[F:12])[CH:6]=1.[CH3:15][NH:16]CCNC.[OH-].[NH4+], predict the reaction product. The product is: [F:12][C:11]([F:14])([F:13])[C:7]1[CH:6]=[C:5]([CH:10]=[CH:9][CH:8]=1)[C:15]#[N:16]. (2) Given the reactants [C:1](Cl)([Cl:3])=[O:2].[Cl:5][C:6]1[CH:7]=[C:8]([OH:13])[CH:9]=[CH:10][C:11]=1[Cl:12].N1C=CC=CC=1, predict the reaction product. The product is: [Cl:3][C:1]([O:13][C:8]1[CH:9]=[CH:10][C:11]([Cl:12])=[C:6]([Cl:5])[CH:7]=1)=[O:2]. (3) Given the reactants Br[C:2]1[CH:7]=[CH:6][C:5]([CH2:8][C@H:9]([O:14][CH2:15][CH2:16][CH3:17])[C:10]([O:12][CH3:13])=[O:11])=[CH:4][CH:3]=1.[CH3:18][NH:19][C:20]1[CH:25]=[CH:24][CH:23]=[C:22](B2OC(C)(C)C(C)(C)O2)[CH:21]=1.P([O-])([O-])([O-])=O.[K+].[K+].[K+].O, predict the reaction product. The product is: [CH2:15]([O:14][C@@H:9]([CH2:8][C:5]1[CH:6]=[CH:7][C:2]([C:22]2[CH:23]=[CH:24][CH:25]=[C:20]([NH:19][CH3:18])[CH:21]=2)=[CH:3][CH:4]=1)[C:10]([O:12][CH3:13])=[O:11])[CH2:16][CH3:17].